This data is from Catalyst prediction with 721,799 reactions and 888 catalyst types from USPTO. The task is: Predict which catalyst facilitates the given reaction. Reactant: CN(C)C(N(C)C)=N.[C:9]([O:13][C:14]([NH:16][CH:17](P(OC)(OC)=O)[C:18]([O:20][CH3:21])=[O:19])=[O:15])([CH3:12])([CH3:11])[CH3:10].[N:28]1[CH:33]=[CH:32][CH:31]=[CH:30][C:29]=1[CH:34]=O. Product: [C:9]([O:13][C:14]([NH:16][C:17](=[CH:34][C:29]1[CH:30]=[CH:31][CH:32]=[CH:33][N:28]=1)[C:18]([O:20][CH3:21])=[O:19])=[O:15])([CH3:10])([CH3:11])[CH3:12]. The catalyst class is: 7.